This data is from Full USPTO retrosynthesis dataset with 1.9M reactions from patents (1976-2016). The task is: Predict the reactants needed to synthesize the given product. (1) Given the product [CH3:24][O:25][C:26]1[CH:33]=[CH:32][CH:31]=[CH:30][C:27]=1[CH2:28][NH:1][C:2]1[CH:3]=[C:4]([C:8]2[N:13]3[N:14]=[CH:15][C:16]([C:17]([C:19]4[S:20][CH:21]=[CH:22][CH:23]=4)=[O:18])=[C:12]3[N:11]=[CH:10][CH:9]=2)[CH:5]=[CH:6][CH:7]=1, predict the reactants needed to synthesize it. The reactants are: [NH2:1][C:2]1[CH:3]=[C:4]([C:8]2[N:13]3[N:14]=[CH:15][C:16]([C:17]([C:19]4[S:20][CH:21]=[CH:22][CH:23]=4)=[O:18])=[C:12]3[N:11]=[CH:10][CH:9]=2)[CH:5]=[CH:6][CH:7]=1.[CH3:24][O:25][C:26]1[CH:33]=[CH:32][CH:31]=[CH:30][C:27]=1[CH:28]=O. (2) Given the product [NH2:23][C@@H:10]([CH2:11][C:12]1[CH:13]=[CH:14][C:15]([O:18][C:19]([CH3:21])([CH3:20])[CH3:22])=[CH:16][CH:17]=1)[C:9]([N:8]([CH2:1][C:2]1[CH:3]=[CH:4][CH:5]=[CH:6][CH:7]=1)[CH2:42][CH:43]([O:47][CH2:48][CH3:49])[O:44][CH2:45][CH3:46])=[O:41], predict the reactants needed to synthesize it. The reactants are: [CH2:1]([N:8]([CH2:42][CH:43]([O:47][CH2:48][CH3:49])[O:44][CH2:45][CH3:46])[C:9](=[O:41])[C@@H:10]([NH:23]C(=O)OCC1C2C=CC=CC=2C2C1=CC=CC=2)[CH2:11][C:12]1[CH:17]=[CH:16][C:15]([O:18][C:19]([CH3:22])([CH3:21])[CH3:20])=[CH:14][CH:13]=1)[C:2]1[CH:7]=[CH:6][CH:5]=[CH:4][CH:3]=1.N1CCCCC1. (3) Given the product [NH2:1][C:4]1[CH:5]=[C:6]([S:10]([NH2:13])(=[O:11])=[O:12])[CH:7]=[CH:8][CH:9]=1, predict the reactants needed to synthesize it. The reactants are: [N+:1]([C:4]1[CH:5]=[C:6]([S:10]([NH2:13])(=[O:12])=[O:11])[CH:7]=[CH:8][CH:9]=1)([O-])=O.C1COCC1.C([O-])(=O)C.[NH4+]. (4) Given the product [NH2:14][C:9]1[CH:8]=[C:7]([OH:17])[C:6]([CH:1]2[CH2:2][CH2:3][CH2:4][CH2:5]2)=[CH:13][C:10]=1[C:11]#[N:12], predict the reactants needed to synthesize it. The reactants are: [CH:1]1([C:6]2[C:7]([OH:17])=[CH:8][C:9]([N+:14]([O-])=O)=[C:10]([CH:13]=2)[C:11]#[N:12])[CH2:5][CH2:4][CH2:3][CH2:2]1. (5) Given the product [C:1]([C:5]1[CH:6]=[CH:7][C:8]([S:11]([N:14]2[C:20]3[CH:21]=[C:22]([C:25]4[O:26][C:37]([CH3:38])=[N:28][N:27]=4)[CH:23]=[CH:24][C:19]=3[NH:18][C:17]3[N:29]=[C:30]([C:33]([F:35])([F:36])[F:34])[CH:31]=[CH:32][C:16]=3[CH2:15]2)(=[O:13])=[O:12])=[CH:9][CH:10]=1)([CH3:4])([CH3:2])[CH3:3], predict the reactants needed to synthesize it. The reactants are: [C:1]([C:5]1[CH:10]=[CH:9][C:8]([S:11]([N:14]2[C:20]3[CH:21]=[C:22]([C:25]([NH:27][NH2:28])=[O:26])[CH:23]=[CH:24][C:19]=3[NH:18][C:17]3[N:29]=[C:30]([C:33]([F:36])([F:35])[F:34])[CH:31]=[CH:32][C:16]=3[CH2:15]2)(=[O:13])=[O:12])=[CH:7][CH:6]=1)([CH3:4])([CH3:3])[CH3:2].[CH2:37](N(CC)CC)[CH3:38].C(Cl)(=O)C.O=P(Cl)(Cl)Cl. (6) The reactants are: [CH2:1]([C:7]1[CH:8]=[C:9]([C:13]2[N:17]([CH3:18])[C:16]([C:19]([OH:21])=O)=[C:15]([I:22])[N:14]=2)[CH:10]=[CH:11][CH:12]=1)[CH2:2][CH2:3][CH2:4][CH2:5][CH3:6].[N:23]1([CH2:30][CH2:31][OH:32])[CH2:29][CH2:28][CH2:27][NH:26][CH2:25][CH2:24]1. Given the product [CH2:1]([C:7]1[CH:8]=[C:9]([C:13]2[N:17]([CH3:18])[C:16]([C:19]([N:26]3[CH2:27][CH2:28][CH2:29][N:23]([CH2:30][CH2:31][OH:32])[CH2:24][CH2:25]3)=[O:21])=[C:15]([I:22])[N:14]=2)[CH:10]=[CH:11][CH:12]=1)[CH2:2][CH2:3][CH2:4][CH2:5][CH3:6], predict the reactants needed to synthesize it. (7) Given the product [CH2:31]([O:30][C:28](=[O:29])[C:12]1[C:13]([CH2:26][CH3:27])=[C:14]([O:16][CH2:17][CH2:18][C:19]2[CH:24]=[CH:23][CH:22]=[C:21]([Cl:25])[CH:20]=2)[CH:15]=[N:10][CH:11]=1)[CH3:32], predict the reactants needed to synthesize it. The reactants are: C1(OC([N:10]2[CH:15]=[C:14]([O:16][CH2:17][CH2:18][C:19]3[CH:24]=[CH:23][CH:22]=[C:21]([Cl:25])[CH:20]=3)[CH:13]([CH2:26][CH3:27])[C:12]([C:28]([O:30][CH2:31][CH3:32])=[O:29])=[CH:11]2)=O)C=CC=CC=1.ClC1C(=O)C(C#N)=C(C#N)C(=O)C=1Cl. (8) The reactants are: [CH3:1][C:2]1([C:8]2[CH:9]=[C:10]([NH:14][S:15]([CH3:18])(=[O:17])=[O:16])[CH:11]=[CH:12][CH:13]=2)[CH:7]2[CH:3]1[CH2:4][NH:5][CH2:6]2.C(=O)([O-])O.[Na+].Br[CH2:25][C:26]#[C:27][CH2:28][CH2:29][CH3:30].C(OCC)C. Given the product [NH3:5].[CH2:25]([N:5]1[CH2:6][CH:7]2[CH:3]([C:2]2([C:8]2[CH:9]=[C:10]([NH:14][S:15]([CH3:18])(=[O:17])=[O:16])[CH:11]=[CH:12][CH:13]=2)[CH3:1])[CH2:4]1)/[CH:26]=[CH:27]/[CH2:28][CH2:29][CH3:30], predict the reactants needed to synthesize it. (9) Given the product [C:24]([O:28][C:29]([NH:31][CH2:32][C@@H:33]([C:35]([OH:37])=[O:36])[NH:34][CH2:16][C:13]1[CH:14]=[C:15]2[C:10](=[CH:11][C:12]=1[O:18][CH3:19])[N:9]=[CH:8][N:7]=[C:6]2[NH:5][C:4]1[CH:20]=[CH:21][CH:22]=[C:2]([Cl:1])[C:3]=1[F:23])=[O:30])([CH3:27])([CH3:25])[CH3:26], predict the reactants needed to synthesize it. The reactants are: [Cl:1][C:2]1[C:3]([F:23])=[C:4]([CH:20]=[CH:21][CH:22]=1)[NH:5][C:6]1[C:15]2[C:10](=[CH:11][C:12]([O:18][CH3:19])=[C:13]([CH:16]=O)[CH:14]=2)[N:9]=[CH:8][N:7]=1.[C:24]([O:28][C:29]([NH:31][CH2:32][C@@H:33]([C:35]([OH:37])=[O:36])[NH2:34])=[O:30])([CH3:27])([CH3:26])[CH3:25].